This data is from Full USPTO retrosynthesis dataset with 1.9M reactions from patents (1976-2016). The task is: Predict the reactants needed to synthesize the given product. Given the product [CH2:14]([O:13][C:11]([C:10]1[CH:9]=[N:8][N:7]2[C:2]([NH:30][C:31]3[CH:39]=[C:38]4[C:34]([CH:35]=[CH:36][NH:37]4)=[CH:33][CH:32]=3)=[C:3]([C:16]([N:18]3[CH2:23][CH2:22][CH:21]([C:24]4[CH:29]=[CH:28][CH:27]=[CH:26][CH:25]=4)[CH2:20][CH2:19]3)=[O:17])[CH:4]=[N:5][C:6]=12)=[O:12])[CH3:15], predict the reactants needed to synthesize it. The reactants are: Cl[C:2]1[N:7]2[N:8]=[CH:9][C:10]([C:11]([O:13][CH2:14][CH3:15])=[O:12])=[C:6]2[N:5]=[CH:4][C:3]=1[C:16]([N:18]1[CH2:23][CH2:22][CH:21]([C:24]2[CH:29]=[CH:28][CH:27]=[CH:26][CH:25]=2)[CH2:20][CH2:19]1)=[O:17].[NH2:30][C:31]1[CH:39]=[C:38]2[C:34]([CH:35]=[CH:36][NH:37]2)=[CH:33][CH:32]=1.